From a dataset of Forward reaction prediction with 1.9M reactions from USPTO patents (1976-2016). Predict the product of the given reaction. (1) The product is: [OH:33][NH:35][C:23]([C:21]1[CH:20]=[CH:19][C:17]2[CH2:18][N:12]([C:10]([NH:9][C:6]3[CH:7]=[CH:8][C:3]([O:2][CH3:1])=[CH:4][CH:5]=3)=[O:11])[CH2:13][C@@H:14]([C:27]3[CH:32]=[CH:31][CH:30]=[CH:29][CH:28]=3)[O:15][C:16]=2[CH:22]=1)=[O:24]. Given the reactants [CH3:1][O:2][C:3]1[CH:8]=[CH:7][C:6]([NH:9][C:10]([N:12]2[CH2:18][C:17]3[CH:19]=[CH:20][C:21]([C:23](OC)=[O:24])=[CH:22][C:16]=3[O:15][C@H:14]([C:27]3[CH:32]=[CH:31][CH:30]=[CH:29][CH:28]=3)[CH2:13]2)=[O:11])=[CH:5][CH:4]=1.[OH-:33].[Na+].[NH2:35]O, predict the reaction product. (2) Given the reactants C([O:8][C:9]([C:11]1([NH:17][C:18]([O:20][CH:21]2[CH2:26][CH2:25][O:24][CH2:23][CH2:22]2)=[O:19])[CH2:16][CH2:15][CH2:14][CH2:13][CH2:12]1)=[O:10])C1C=CC=CC=1, predict the reaction product. The product is: [O:24]1[CH2:25][CH2:26][CH:21]([O:20][C:18]([NH:17][C:11]2([C:9]([OH:10])=[O:8])[CH2:12][CH2:13][CH2:14][CH2:15][CH2:16]2)=[O:19])[CH2:22][CH2:23]1. (3) Given the reactants [NH2:1][C:2]1[CH:3]=[C:4]([CH:15]=[CH:16][C:17]=1[O:18][CH3:19])[C:5]([NH:7][C:8]1[CH:13]=[CH:12][C:11]([CH3:14])=[CH:10][CH:9]=1)=[O:6].[Cl:20][C:21]1[CH:22]=[C:23]([N:28]=[C:29]=[S:30])[CH:24]=[C:25]([Cl:27])[CH:26]=1, predict the reaction product. The product is: [Cl:20][C:21]1[CH:22]=[C:23]([NH:28][C:29](=[S:30])[NH:1][C:2]2[CH:3]=[C:4]([CH:15]=[CH:16][C:17]=2[O:18][CH3:19])[C:5]([NH:7][C:8]2[CH:9]=[CH:10][C:11]([CH3:14])=[CH:12][CH:13]=2)=[O:6])[CH:24]=[C:25]([Cl:27])[CH:26]=1. (4) Given the reactants [CH2:1]([O:3][C:4]1[CH:5]=[C:6]([N:10]2[CH2:18][CH2:17][C:12]3([NH:16][CH2:15][CH2:14][CH2:13]3)[CH2:11]2)[CH:7]=[N:8][CH:9]=1)[CH3:2].C=O.[C:21](=O)(O)[O-].[Na+], predict the reaction product. The product is: [CH3:21][N:16]1[C:12]2([CH2:17][CH2:18][N:10]([C:6]3[CH:7]=[N:8][CH:9]=[C:4]([O:3][CH2:1][CH3:2])[CH:5]=3)[CH2:11]2)[CH2:13][CH2:14][CH2:15]1. (5) The product is: [C:1]([C:5]1[CH:6]=[C:7]([CH:12]=[C:13]([O:15][CH2:17][CH2:18][CH2:19][O:20][CH:21]2[CH2:26][CH2:25][CH2:24][CH2:23][O:22]2)[CH:14]=1)[C:8]([O:10][CH3:11])=[O:9])([CH3:4])([CH3:2])[CH3:3]. Given the reactants [C:1]([C:5]1[CH:6]=[C:7]([CH:12]=[C:13]([OH:15])[CH:14]=1)[C:8]([O:10][CH3:11])=[O:9])([CH3:4])([CH3:3])[CH3:2].Br[CH2:17][CH2:18][CH2:19][O:20][CH:21]1[CH2:26][CH2:25][CH2:24][CH2:23][O:22]1.[H-].[Na+], predict the reaction product. (6) Given the reactants [OH:1][C@H:2]([C@@H:13]([NH:21][C:22](=[O:41])[C@H:23]([CH2:37][C:38](=[O:40])[NH2:39])[NH:24][C:25]([C:27]1[CH:36]=[CH:35][C:34]2[C:29](=[CH:30][CH:31]=[CH:32][CH:33]=2)[N:28]=1)=[O:26])[CH2:14][C:15]1[CH:20]=[CH:19][CH:18]=[CH:17][CH:16]=1)[CH2:3][N:4]([CH2:6][CH:7]1[CH2:12][CH2:11][CH2:10][CH2:9][CH2:8]1)[NH2:5].[C:42]([N:46]=[C:47]=[O:48])([CH3:45])([CH3:44])[CH3:43], predict the reaction product. The product is: [OH:1][C@H:2]([C@@H:13]([NH:21][C:22](=[O:41])[C@H:23]([CH2:37][C:38](=[O:40])[NH2:39])[NH:24][C:25]([C:27]1[CH:36]=[CH:35][C:34]2[C:29](=[CH:30][CH:31]=[CH:32][CH:33]=2)[N:28]=1)=[O:26])[CH2:14][C:15]1[CH:20]=[CH:19][CH:18]=[CH:17][CH:16]=1)[CH2:3][N:4]([CH2:6][CH:7]1[CH2:8][CH2:9][CH2:10][CH2:11][CH2:12]1)[NH:5][C:47]([NH:46][C:42]([CH3:45])([CH3:44])[CH3:43])=[O:48].